From a dataset of Reaction yield outcomes from USPTO patents with 853,638 reactions. Predict the reaction yield, written as a fraction of the theoretical maximum amount of product (1.0 means a 100% yield; for example, 0.34 means a 34% yield). The reactants are C1C2C(CO[C:16]([N:18](C)[C:19]([CH3:71])([C:21]([NH:23][C@H:24]([C:28]([N:30]([C@@H:32]([C@@H:67]([CH3:70])[CH2:68][CH3:69])[C@H:33]([O:65][CH3:66])[CH2:34][C:35]([N:37]3[CH2:41][CH2:40][CH2:39][C@H:38]3[C@H:42]([O:63][CH3:64])[C@@H:43]([CH3:62])[C:44]([NH:46][C@@H:47]([CH2:55][C:56]3[CH:61]=[CH:60][CH:59]=[CH:58][CH:57]=3)[C:48]([O:50][C:51]([CH3:54])([CH3:53])[CH3:52])=[O:49])=[O:45])=[O:36])[CH3:31])=[O:29])[CH:25]([CH3:27])[CH3:26])=[O:22])[CH3:20])=O)C3C(=CC=CC=3)C=2C=CC=1.C(NCC)C. The catalyst is ClCCl. The product is [CH3:16][NH:18][C:19]([CH3:20])([C:21]([NH:23][C@H:24]([C:28]([N:30]([C@@H:32]([C@@H:67]([CH3:70])[CH2:68][CH3:69])[C@H:33]([O:65][CH3:66])[CH2:34][C:35]([N:37]1[CH2:41][CH2:40][CH2:39][C@H:38]1[C@H:42]([O:63][CH3:64])[C@@H:43]([CH3:62])[C:44]([NH:46][C@@H:47]([CH2:55][C:56]1[CH:61]=[CH:60][CH:59]=[CH:58][CH:57]=1)[C:48]([O:50][C:51]([CH3:53])([CH3:52])[CH3:54])=[O:49])=[O:45])=[O:36])[CH3:31])=[O:29])[CH:25]([CH3:26])[CH3:27])=[O:22])[CH3:71]. The yield is 0.810.